Predict the reactants needed to synthesize the given product. From a dataset of Full USPTO retrosynthesis dataset with 1.9M reactions from patents (1976-2016). (1) Given the product [O:18]1[CH:19]=[C:15]([C:13]([NH:12][C:9]2[CH:10]=[CH:11][C:6]([CH2:5][C:4]([OH:25])=[O:3])=[CH:7][C:8]=2[Cl:24])=[O:14])[C:16]2[CH:23]=[CH:22][CH:21]=[CH:20][C:17]1=2, predict the reactants needed to synthesize it. The reactants are: C([O:3][C:4](=[O:25])[CH2:5][C:6]1[CH:11]=[CH:10][C:9]([NH:12][C:13]([C:15]2[C:16]3[CH:23]=[CH:22][CH:21]=[CH:20][C:17]=3[O:18][CH:19]=2)=[O:14])=[C:8]([Cl:24])[CH:7]=1)C.[OH-].[Na+].Cl. (2) The reactants are: [N+:1]([C:4]1[CH:5]=[N:6][N:7]([CH2:9][CH2:10][C:11]([N:13]2[CH2:18][CH2:17][CH2:16][CH2:15][CH2:14]2)=[O:12])[CH:8]=1)([O-])=O. Given the product [NH2:1][C:4]1[CH:5]=[N:6][N:7]([CH2:9][CH2:10][C:11]([N:13]2[CH2:18][CH2:17][CH2:16][CH2:15][CH2:14]2)=[O:12])[CH:8]=1, predict the reactants needed to synthesize it. (3) Given the product [Br:17][C:18]1[CH:19]=[C:20]([NH:24][NH:25][C:13]([CH:10]2[CH2:9][CH2:8][S:7][CH2:12][CH2:11]2)=[O:15])[CH:21]=[CH:22][CH:23]=1, predict the reactants needed to synthesize it. The reactants are: C(Cl)(=O)C(Cl)=O.[S:7]1[CH2:12][CH2:11][CH:10]([C:13]([OH:15])=O)[CH2:9][CH2:8]1.Cl.[Br:17][C:18]1[CH:19]=[C:20]([NH:24][NH2:25])[CH:21]=[CH:22][CH:23]=1.C(N(CC)CC)C. (4) Given the product [Cl:1][C:2]1[CH:3]=[C:4]([C:9]2([C:15]([N:19]([CH3:20])[CH3:18])=[O:17])[CH2:14][CH2:13][CH2:12][CH2:11][CH2:10]2)[CH:5]=[CH:6][C:7]=1[Cl:8], predict the reactants needed to synthesize it. The reactants are: [Cl:1][C:2]1[CH:3]=[C:4]([C:9]2([C:15]([OH:17])=O)[CH2:14][CH2:13][CH2:12][CH2:11][CH2:10]2)[CH:5]=[CH:6][C:7]=1[Cl:8].[CH3:18][NH:19][CH3:20].